Dataset: Catalyst prediction with 721,799 reactions and 888 catalyst types from USPTO. Task: Predict which catalyst facilitates the given reaction. (1) Reactant: [OH:1][C:2]1[CH:19]=[C:18]2[C:5]([C@@:6]3([CH3:25])[C@H:15]([CH2:16][S:17]2(=[O:21])=[O:20])[C@:14]2([CH3:22])[C@H:9]([C:10]([CH3:24])([CH3:23])[CH2:11][CH2:12][CH2:13]2)[CH2:8][CH2:7]3)=[C:4]([C:26]([OH:28])=O)[CH:3]=1.CN(C(ON1N=NC2C=CC=NC1=2)=[N+](C)C)C.F[P-](F)(F)(F)(F)F.C[N:54]1[CH2:59][CH2:58][O:57][CH2:56][CH2:55]1.N1CCOCC1. Product: [OH:1][C:2]1[CH:19]=[C:18]2[C:5]([C@@:6]3([CH3:25])[C@H:15]([CH2:16][S:17]2(=[O:21])=[O:20])[C@:14]2([CH3:22])[C@H:9]([C:10]([CH3:23])([CH3:24])[CH2:11][CH2:12][CH2:13]2)[CH2:8][CH2:7]3)=[C:4]([C:26]([N:54]2[CH2:59][CH2:58][O:57][CH2:56][CH2:55]2)=[O:28])[CH:3]=1. The catalyst class is: 118. (2) Reactant: [CH2:1]([O:8][C:9]1[CH:10]=[C:11]2[C:16](=[CH:17][C:18]=1[O:19][CH3:20])[NH:15][CH:14]=[C:13]([N+:21]([O-:23])=[O:22])[C:12]2=O)[C:2]1[CH:7]=[CH:6][CH:5]=[CH:4][CH:3]=1.P(Cl)(Cl)([Cl:27])=O. Product: [CH2:1]([O:8][C:9]1[CH:10]=[C:11]2[C:16](=[CH:17][C:18]=1[O:19][CH3:20])[N:15]=[CH:14][C:13]([N+:21]([O-:23])=[O:22])=[C:12]2[Cl:27])[C:2]1[CH:7]=[CH:6][CH:5]=[CH:4][CH:3]=1. The catalyst class is: 9.